Dataset: Forward reaction prediction with 1.9M reactions from USPTO patents (1976-2016). Task: Predict the product of the given reaction. (1) Given the reactants [CH3:1][O:2][C:3]1[CH:4]=[C:5]([CH:7]=[CH:8][CH:9]=1)[NH2:6].[CH3:10][C:11]([CH3:18])([CH3:17])[C:12](=O)[C:13]([OH:15])=[O:14].C(O)(=O)C.[B-]C#N.[Na+], predict the reaction product. The product is: [CH3:1][O:2][C:3]1[CH:4]=[C:5]([NH:6][CH:12]([C:11]([CH3:18])([CH3:17])[CH3:10])[C:13]([OH:15])=[O:14])[CH:7]=[CH:8][CH:9]=1. (2) Given the reactants [Cl-].[NH4+].[N-:3]=[N+:4]=[N-:5].[Na+].[Cl:7][C:8]1[CH:9]=[CH:10][C:11]([O:23][CH2:24][C:25]2[CH:30]=[CH:29][CH:28]=[CH:27][CH:26]=2)=[C:12]([CH2:14][N:15]2[C:19]([CH3:20])=[CH:18][C:17]([C:21]#[N:22])=[N:16]2)[CH:13]=1, predict the reaction product. The product is: [Cl:7][C:8]1[CH:9]=[CH:10][C:11]([O:23][CH2:24][C:25]2[CH:26]=[CH:27][CH:28]=[CH:29][CH:30]=2)=[C:12]([CH2:14][N:15]2[C:19]([CH3:20])=[CH:18][C:17]([C:21]3[NH:22][N:5]=[N:4][N:3]=3)=[N:16]2)[CH:13]=1. (3) Given the reactants [CH2:1]([OH:10])[C@@H:2]([C@H:4]([C@@H:6]([CH2:8][OH:9])[OH:7])[OH:5])[OH:3].[CH2:11]([OH:33])[C@H:12]1[O:17][C@H:16]([O:18][C@@H:19]([C@H:24]([OH:29])[C@@H:25]([OH:28])[CH2:26][OH:27])[C@H:20]([OH:23])[CH2:21][OH:22])[C@H:15]([OH:30])[C@@H:14]([OH:31])[C@@H:13]1[OH:32], predict the reaction product. The product is: [CH2:1]([OH:10])[C@@H:2]([C@H:4]([C@@H:6]([CH2:8][OH:9])[OH:7])[OH:5])[OH:3].[CH2:11]([OH:33])[C@H:12]1[O:17][C@H:16]([O:18][C@@H:19]([C@H:24]([OH:29])[C@@H:25]([OH:28])[CH2:26][OH:27])[C@H:20]([OH:23])[CH2:21][OH:22])[C@H:15]([OH:30])[C@@H:14]([OH:31])[C@@H:13]1[OH:32]. (4) Given the reactants CC(OI1(OC(C)=O)(OC(C)=O)OC(=O)C2C=CC=CC1=2)=O.[NH:23]1[C:31]2[C:26](=[CH:27][CH:28]=[C:29]([CH2:32][OH:33])[CH:30]=2)[CH:25]=[CH:24]1.[OH-].[Na+], predict the reaction product. The product is: [NH:23]1[C:31]2[C:26](=[CH:27][CH:28]=[C:29]([CH:32]=[O:33])[CH:30]=2)[CH:25]=[CH:24]1. (5) Given the reactants [NH2:1][C:2]1[CH:7]=[CH:6][C:5]([C:8]2[C:12]([C:13]3[CH:18]=[CH:17][N:16]=[C:15]4[NH:19][C:20]([C:22]5[CH:27]=[CH:26][C:25]([CH2:28][N:29]([CH3:31])[CH3:30])=[CH:24][CH:23]=5)=[CH:21][C:14]=34)=[CH:11][N:10]([CH2:32][CH3:33])[N:9]=2)=[CH:4][CH:3]=1.[CH2:34]([N:36]=[C:37]=[O:38])[CH3:35], predict the reaction product. The product is: [CH3:35][CH2:34][NH:36][C:37]([NH:1][C:2]1[CH:3]=[CH:4][C:5]([C:8]2[C:12]([C:13]3[CH:18]=[CH:17][N:16]=[C:15]4[C:14]=3[CH:21]=[C:20]([C:22]3[CH:27]=[CH:26][C:25]([CH2:28][N:29]([CH3:30])[CH3:31])=[CH:24][CH:23]=3)[NH:19]4)=[CH:11][N:10]([CH2:32][CH3:33])[N:9]=2)=[CH:6][CH:7]=1)=[O:38]. (6) The product is: [Cl:21][C:22]1[CH:27]=[CH:26][C:25]([S:28]([C:2]2[NH:20][C:5]3[N:6]=[CH:7][N:8]=[C:9]([NH:10][C:11]4[CH:12]=[C:13]5[C:17](=[CH:18][CH:19]=4)[NH:16][N:15]=[CH:14]5)[C:4]=3[CH:3]=2)(=[O:30])=[O:29])=[CH:24][CH:23]=1. Given the reactants Br[C:2]1[NH:20][C:5]2[N:6]=[CH:7][N:8]=[C:9]([NH:10][C:11]3[CH:12]=[C:13]4[C:17](=[CH:18][CH:19]=3)[NH:16][N:15]=[CH:14]4)[C:4]=2[CH:3]=1.[Cl:21][C:22]1[CH:27]=[CH:26][C:25]([S:28]([O-:30])=[O:29])=[CH:24][CH:23]=1.[Na+], predict the reaction product. (7) Given the reactants [C:1]([NH:18][C@H:19]([C:30](O)=[O:31])[CH2:20][C:21]1[C:29]2[C:24](=[CH:25][CH:26]=[CH:27][CH:28]=2)[NH:23][CH:22]=1)([O:3][CH2:4][CH:5]1[C:17]2[C:12](=[CH:13][CH:14]=[CH:15][CH:16]=2)[C:11]2[C:6]1=[CH:7][CH:8]=[CH:9][CH:10]=2)=[O:2].C1C=C2N=NN(O)C2=CC=1.O.C(N=C=NC(C)C)(C)C.Cl.[CH3:54][O:55][C:56](=[O:63])[CH2:57][CH2:58][CH2:59][CH2:60][CH2:61][NH2:62].C(N(C(C)C)CC)(C)C, predict the reaction product. The product is: [CH3:54][O:55][C:56](=[O:63])[CH2:57][CH2:58][CH2:59][CH2:60][CH2:61][NH:62][C:30](=[O:31])[C@@H:19]([NH:18][C:1]([O:3][CH2:4][CH:5]1[C:17]2[CH:16]=[CH:15][CH:14]=[CH:13][C:12]=2[C:11]2[C:6]1=[CH:7][CH:8]=[CH:9][CH:10]=2)=[O:2])[CH2:20][C:21]1[C:29]2[C:24](=[CH:25][CH:26]=[CH:27][CH:28]=2)[NH:23][CH:22]=1. (8) The product is: [C:34]([C:31]1[CH:32]=[CH:33][C:28]([NH:27][CH:21]([C:13]2[CH:14]=[C:15]([CH2:19][CH3:20])[CH:16]=[C:17]([I:18])[C:12]=2[O:11][CH2:10][CH2:9][OH:8])[C:22]([O:24][CH2:25][CH3:26])=[O:23])=[CH:29][CH:30]=1)#[N:35]. Given the reactants C([O:8][CH2:9][CH2:10][O:11][C:12]1[C:17]([I:18])=[CH:16][C:15]([CH2:19][CH3:20])=[CH:14][C:13]=1[CH:21]([NH:27][C:28]1[CH:33]=[CH:32][C:31]([C:34]#[N:35])=[CH:30][CH:29]=1)[C:22]([O:24][CH2:25][CH3:26])=[O:23])C1C=CC=CC=1.I[Si](C)(C)C.C(O)C, predict the reaction product. (9) Given the reactants C([O:3][C:4]([C:6]1[CH:7]=[N:8][N:9]([CH3:29])[C:10]=1[C:11](=[O:28])[NH:12][C:13]1[CH:14]=[CH:15][C:16]2[N:17]([N:19]=[C:20]([N:22]3[CH2:27][CH2:26][O:25][CH2:24][CH2:23]3)[N:21]=2)[CH:18]=1)=[O:5])C.O.[OH-].[Li+], predict the reaction product. The product is: [CH3:29][N:9]1[C:10]([C:11](=[O:28])[NH:12][C:13]2[CH:14]=[CH:15][C:16]3[N:17]([N:19]=[C:20]([N:22]4[CH2:23][CH2:24][O:25][CH2:26][CH2:27]4)[N:21]=3)[CH:18]=2)=[C:6]([C:4]([OH:5])=[O:3])[CH:7]=[N:8]1.